Dataset: Experimentally validated miRNA-target interactions with 360,000+ pairs, plus equal number of negative samples. Task: Binary Classification. Given a miRNA mature sequence and a target amino acid sequence, predict their likelihood of interaction. (1) The miRNA is hsa-miR-1234-3p with sequence UCGGCCUGACCACCCACCCCAC. The protein sequence of the target gene is MEGSSSYEVPSVAAADLEEGAGQTRSLPATPSKDVHKGVGGIIFSSSPILDLSESGLCRLEEVFRIPSLQQLHLQRNALCVIPQDFFQLLPNLTWLDLRYNRIKALPSGIGAHQHLKTLLLERNPIKMLPVELGSVTTLKALNLRHCPLEFPPQLVVQKGLVAIQRFLRMWAVEHSLPRNPTSQEAPPVREMTLRDLPSPGLELSGDHASNQGAVNAQDPEGAVMKEKASFLPPVEKPDLSELRKSADSSENWPSEEEIRRFWKLRQEIVEHVKADVLGDQLLTRELPPNLKAALNIEKE.... Result: 1 (interaction). (2) Result: 0 (no interaction). The protein sequence of the target gene is MEVKGKKKFTGKSPQTSQGKNKFHKNSESSSSKTFPRKAVKEGGPKVTSKNFEKGATKPGKKGVKQFKNKPQGGKGPKDKFQKANKFSKKRKFQPDGESDESGAKKPKWDDFKKKKKELKQSRQLSDKTNYDIVVRAKHIWESLRRKDCDKEKRVKLMSDLQKLIQGKIKTIAFAHDSTRVIQCFIQYGNEEQRKQAFQELQGDLVELSKAKYSRNIVKKFLMYGSKPQVAEIIRSFKGHVRKMLRHSEASAIVEYAYNDKAILEQRNMLTEELYGNTFQLYKSADHPTLDKVLELQPAK.... The miRNA is hsa-miR-548m with sequence CAAAGGUAUUUGUGGUUUUUG. (3) The miRNA is hsa-miR-3195 with sequence CGCGCCGGGCCCGGGUU. The protein sequence of the target gene is MWPPQLLILTMLLAPVVHGGKHNERHPALAAPLRHAERSPGGALPPRHLLQQPAAERSTAHRGQGPRGAARGVRGPGAPGAQIAAQAFSRAPIPMAVVRRELSCESYPIELRCPGTDVIMIESANYGRTDDKICDSDPAQMENIRCYLPDAYKIMSQRCNNRTQCAVVAGPDVFPDPCPGTYKYLEVQYECVPYKVEQKVFLCPGLLKGVYQSEHLFESDHQSGAWCKDPLQASDKIYYMPWTPYRTDTLTEYSSKDDFIAGRPTTTYKLPHRVDGTGFVVYDGALFFNKERTRNIVKFD.... Result: 0 (no interaction).